This data is from Reaction yield outcomes from USPTO patents with 853,638 reactions. The task is: Predict the reaction yield, written as a fraction of the theoretical maximum amount of product (1.0 means a 100% yield; for example, 0.34 means a 34% yield). (1) The reactants are [C:1]([N:4]1[C:13]2[C:8](=[CH:9][C:10]([C:14]3[CH:22]=[CH:21][C:17]([C:18](O)=[O:19])=[CH:16][N:15]=3)=[CH:11][CH:12]=2)[C@H:7]([NH:23][C:24]2[CH:29]=[CH:28][C:27]([C:30]#[N:31])=[CH:26][N:25]=2)[CH2:6][C@@H:5]1[CH3:32])(=[O:3])[CH3:2].CN(C(ON1N=NC2C=CC=NC1=2)=[N+](C)C)C.F[P-](F)(F)(F)(F)F.CCN(C(C)C)C(C)C.[NH2:66][CH2:67][CH2:68][OH:69]. The catalyst is CN(C=O)C. The product is [C:1]([N:4]1[C:13]2[C:8](=[CH:9][C:10]([C:14]3[CH:22]=[CH:21][C:17]([C:18]([NH:66][CH2:67][CH2:68][OH:69])=[O:19])=[CH:16][N:15]=3)=[CH:11][CH:12]=2)[C@H:7]([NH:23][C:24]2[CH:29]=[CH:28][C:27]([C:30]#[N:31])=[CH:26][N:25]=2)[CH2:6][C@@H:5]1[CH3:32])(=[O:3])[CH3:2]. The yield is 0.373. (2) The reactants are [CH2:1]([N:8]1[CH2:13][CH2:12][CH2:11][C:10](=[O:14])[CH2:9]1)[C:2]1[CH:7]=[CH:6][CH:5]=[CH:4][CH:3]=1.[C:15](=O)([O:18]C)[O:16][CH3:17].[H-].[Na+]. The catalyst is O. The product is [CH2:1]([N:8]1[CH2:13][CH2:12][CH:11]([C:15]([O:16][CH3:17])=[O:18])[C:10](=[O:14])[CH2:9]1)[C:2]1[CH:3]=[CH:4][CH:5]=[CH:6][CH:7]=1. The yield is 0.990. (3) The yield is 0.920. The catalyst is CN(C=O)C.CCOC(C)=O. The product is [CH3:17][CH:18]1[CH2:23][CH2:22][CH2:21][CH2:20][CH:19]1[NH:24][C:2]1[C:3]2[N:4]([CH:10]=[C:11]([N+:13]([O-:15])=[O:14])[CH:12]=2)[N:5]=[CH:6][C:7]=1[C:8]#[N:9]. The reactants are Cl[C:2]1[C:3]2[N:4]([CH:10]=[C:11]([N+:13]([O-:15])=[O:14])[CH:12]=2)[N:5]=[CH:6][C:7]=1[C:8]#[N:9].Cl.[CH3:17][CH:18]1[CH2:23][CH2:22][CH2:21][CH2:20][CH:19]1[NH2:24]. (4) The reactants are Br[C:2]1[N:6]([S:7]([C:10]2[CH:15]=[CH:14][CH:13]=[CH:12][CH:11]=2)(=[O:9])=[O:8])[CH:5]=[C:4]([CH:16]=[O:17])[CH:3]=1.[F:18][C:19]1[C:24](B(O)O)=[CH:23][CH:22]=[CH:21][N:20]=1.C(=O)([O-])O.[Na+].COCCOC. The catalyst is C1C=CC([P]([Pd]([P](C2C=CC=CC=2)(C2C=CC=CC=2)C2C=CC=CC=2)([P](C2C=CC=CC=2)(C2C=CC=CC=2)C2C=CC=CC=2)[P](C2C=CC=CC=2)(C2C=CC=CC=2)C2C=CC=CC=2)(C2C=CC=CC=2)C2C=CC=CC=2)=CC=1.O. The product is [F:18][C:19]1[C:24]([C:2]2[N:6]([S:7]([C:10]3[CH:15]=[CH:14][CH:13]=[CH:12][CH:11]=3)(=[O:9])=[O:8])[CH:5]=[C:4]([CH:16]=[O:17])[CH:3]=2)=[CH:23][CH:22]=[CH:21][N:20]=1. The yield is 0.680. (5) The reactants are [CH2:1]1[O:5][C:4]2[CH:6]=[C:7]([OH:10])[CH:8]=[CH:9][C:3]=2[O:2]1.Br[CH2:12][C:13]([O:15][CH3:16])=[O:14].C(=O)([O-])[O-].[K+].[K+]. The catalyst is CC(C)=O. The product is [CH2:1]1[O:2][C:3]2[CH:9]=[CH:8][C:7]([O:10][CH2:12][C:13]([O:15][CH3:16])=[O:14])=[CH:6][C:4]=2[O:5]1. The yield is 0.570. (6) The reactants are C1C=CC2N(O)N=NC=2C=1.CCN(C(C)C)C(C)C.[Cl:20][C:21]1[CH:29]=[C:28]([Cl:30])[C:27]([F:31])=[CH:26][C:22]=1[C:23]([OH:25])=O.CCN=C=NCCCN(C)C.Cl.Cl.[C:45]1([C:63]2[CH:68]=[CH:67][CH:66]=[CH:65][CH:64]=2)[CH:50]=[CH:49][C:48]([NH:51][C:52](=[O:62])[CH2:53][C:54](=[O:61])[N:55]2[CH2:60][CH2:59][NH:58][CH2:57][CH2:56]2)=[CH:47][CH:46]=1. The catalyst is CN(C=O)C.O. The product is [C:45]1([C:63]2[CH:68]=[CH:67][CH:66]=[CH:65][CH:64]=2)[CH:46]=[CH:47][C:48]([NH:51][C:52](=[O:62])[CH2:53][C:54]([N:55]2[CH2:56][CH2:57][N:58]([C:23](=[O:25])[C:22]3[CH:26]=[C:27]([F:31])[C:28]([Cl:30])=[CH:29][C:21]=3[Cl:20])[CH2:59][CH2:60]2)=[O:61])=[CH:49][CH:50]=1. The yield is 0.700. (7) The reactants are [N:1]1[CH:2]=[CH:3][N:4]2[CH:9]=[CH:8][C:7]([NH:10][C:11]3[N:15]=[C:14]([N:16](CC4C=CC(OC)=CC=4)CC4C=CC(OC)=CC=4)[N:13](CC4C=CC(OC)=CC=4)[N:12]=3)=[CH:6][C:5]=12.C(O)(C(F)(F)F)=O. No catalyst specified. The product is [N:1]1[CH:2]=[CH:3][N:4]2[CH:9]=[CH:8][C:7]([NH:10][C:11]3[N:15]=[C:14]([NH2:16])[NH:13][N:12]=3)=[CH:6][C:5]=12. The yield is 0.390. (8) The reactants are [NH2:1][CH2:2][C:3]1[CH:8]=[CH:7][C:6]([C:9]2[C:14]([CH3:15])=[CH:13][CH:12]=[C:11]([NH:16][C:17]([C:19]3([C:22]4[CH:30]=[CH:29][C:25]5[O:26][CH2:27][O:28][C:24]=5[CH:23]=4)[CH2:21][CH2:20]3)=[O:18])[CH:10]=2)=[CH:5][CH:4]=1.[C:31](Cl)(=[O:34])[CH2:32][CH3:33].CCN(CC)CC. The catalyst is ClCCl. The product is [O:26]1[C:25]2[CH:29]=[CH:30][C:22]([C:19]3([C:17]([NH:16][C:11]4[CH:10]=[C:9]([C:6]5[CH:5]=[CH:4][C:3]([CH2:2][NH:1][C:31](=[O:34])[CH2:32][CH3:33])=[CH:8][CH:7]=5)[C:14]([CH3:15])=[CH:13][CH:12]=4)=[O:18])[CH2:20][CH2:21]3)=[CH:23][C:24]=2[O:28][CH2:27]1. The yield is 0.280.